Dataset: Reaction yield outcomes from USPTO patents with 853,638 reactions. Task: Predict the reaction yield, written as a fraction of the theoretical maximum amount of product (1.0 means a 100% yield; for example, 0.34 means a 34% yield). (1) The reactants are [Br:1][C:2]1[CH:3]=[C:4]2[C:9](=[O:10])[O:8][C:6](=[O:7])[C:5]2=[CH:11][CH:12]=1.[Cl-].[Al+3].[Cl-].[Cl-]. The catalyst is C1C=CC=CC=1. The product is [C:9]([C:4]1[CH:3]=[C:2]([Br:1])[CH:12]=[CH:11][C:5]=1[C:6]([OH:8])=[O:7])(=[O:10])[C:2]1[CH:3]=[CH:4][CH:5]=[CH:11][CH:12]=1. The yield is 0.490. (2) The reactants are [N:1]([CH2:4][C@H:5]([OH:17])[C@H:6]([O:9][CH2:10][C:11]1[CH:16]=[CH:15][CH:14]=[CH:13][CH:12]=1)[CH:7]=[CH2:8])=[N+:2]=[N-:3].[CH2:18](Br)[C:19]1[CH:24]=[CH:23][CH:22]=[CH:21][CH:20]=1.[H-].[Na+]. The catalyst is C1COCC1.[I-].C([N+](CCCC)(CCCC)CCCC)CCC. The product is [N:1]([CH2:4][C@H:5]([O:17][CH2:18][C:19]1[CH:24]=[CH:23][CH:22]=[CH:21][CH:20]=1)[C@H:6]([O:9][CH2:10][C:11]1[CH:12]=[CH:13][CH:14]=[CH:15][CH:16]=1)[CH:7]=[CH2:8])=[N+:2]=[N-:3]. The yield is 0.650.